The task is: Predict the reactants needed to synthesize the given product.. This data is from Full USPTO retrosynthesis dataset with 1.9M reactions from patents (1976-2016). (1) The reactants are: Cl.[F:2][C:3]1[C:8]([F:9])=[CH:7][CH:6]=[C:5]([F:10])[C:4]=1[CH2:11][C:12]([OH:14])=O.[CH2:15]([C@H:22]1[CH2:26][NH:25][C@H:24]([C:27]([NH:29][C:30]2[CH:35]=[CH:34][C:33]([O:36][C:37]3[CH:42]=[CH:41][C:40]([F:43])=[CH:39][CH:38]=3)=[CH:32][CH:31]=2)=[O:28])[CH2:23]1)[C:16]1[CH:21]=[CH:20][CH:19]=[CH:18][CH:17]=1. Given the product [CH2:15]([C@H:22]1[CH2:26][N:25]([C:12](=[O:14])[CH2:11][C:4]2[C:5]([F:10])=[CH:6][CH:7]=[C:8]([F:9])[C:3]=2[F:2])[C@H:24]([C:27]([NH:29][C:30]2[CH:35]=[CH:34][C:33]([O:36][C:37]3[CH:38]=[CH:39][C:40]([F:43])=[CH:41][CH:42]=3)=[CH:32][CH:31]=2)=[O:28])[CH2:23]1)[C:16]1[CH:17]=[CH:18][CH:19]=[CH:20][CH:21]=1, predict the reactants needed to synthesize it. (2) Given the product [Br:16][C:13]1[CH:14]=[CH:15][C:10]([C@@H:9]2[CH2:8][CH2:7][C@@H:6]([C:22]3[CH:27]=[CH:26][C:25]([Br:28])=[CH:24][CH:23]=3)[N:35]2[C:34]2[CH:36]=[CH:37][C:31]([C:30]([F:29])([F:38])[F:39])=[CH:32][CH:33]=2)=[CH:11][CH:12]=1, predict the reactants needed to synthesize it. The reactants are: CS(O[CH:6]([C:22]1[CH:27]=[CH:26][C:25]([Br:28])=[CH:24][CH:23]=1)[CH2:7][CH2:8][CH:9](OS(C)(=O)=O)[C:10]1[CH:15]=[CH:14][C:13]([Br:16])=[CH:12][CH:11]=1)(=O)=O.[F:29][C:30]([F:39])([F:38])[C:31]1[CH:37]=[CH:36][C:34]([NH2:35])=[CH:33][CH:32]=1.